This data is from Forward reaction prediction with 1.9M reactions from USPTO patents (1976-2016). The task is: Predict the product of the given reaction. (1) Given the reactants COC1C=CC(C[N:8]2[C:12]3=[N:13][CH:14]=[CH:15][C:16](Cl)=[C:11]3[C:10]([CH3:18])=[N:9]2)=CC=1.[NH2:21][C:22]1[S:23][C:24]2[CH:30]=[C:29]([OH:31])[CH:28]=[CH:27][C:25]=2[N:26]=1.BrC1C=CC=CC=1, predict the reaction product. The product is: [CH3:18][C:10]1[C:11]2[C:12](=[N:13][CH:14]=[CH:15][C:16]=2[O:31][C:29]2[CH:28]=[CH:27][C:25]3[N:26]=[C:22]([NH2:21])[S:23][C:24]=3[CH:30]=2)[NH:8][N:9]=1. (2) Given the reactants [CH3:1][N:2]([CH3:32])[CH2:3][CH2:4][N:5]1[CH2:10][CH2:9][CH:8]([N:11]([CH3:31])[C:12]([NH:14][C:15]2[CH:20]=[C:19]([O:21][C:22]3[CH:27]=[CH:26][C:25]([N+:28]([O-])=O)=[CH:24][CH:23]=3)[N:18]=[CH:17][N:16]=2)=[O:13])[CH2:7][CH2:6]1, predict the reaction product. The product is: [NH2:28][C:25]1[CH:26]=[CH:27][C:22]([O:21][C:19]2[N:18]=[CH:17][N:16]=[C:15]([NH:14][C:12](=[O:13])[N:11]([CH:8]3[CH2:9][CH2:10][N:5]([CH2:4][CH2:3][N:2]([CH3:1])[CH3:32])[CH2:6][CH2:7]3)[CH3:31])[CH:20]=2)=[CH:23][CH:24]=1. (3) Given the reactants [CH2:1]([C:4]1[CH:9]=[CH:8][C:7]([C:10]2[CH:15]=[CH:14][C:13]([CH:16]=O)=[CH:12][CH:11]=2)=[CH:6][CH:5]=1)[CH2:2][CH3:3].C(OP([CH2:26][C:27]([O:29][CH2:30][CH3:31])=[O:28])(OCC)=O)C.C1(C)C=CC=CC=1.[O-]CC.[Na+], predict the reaction product. The product is: [CH2:1]([C:4]1[CH:9]=[CH:8][C:7]([C:10]2[CH:11]=[CH:12][C:13]([CH2:16][CH2:26][C:27]([O:29][CH2:30][CH3:31])=[O:28])=[CH:14][CH:15]=2)=[CH:6][CH:5]=1)[CH2:2][CH3:3]. (4) Given the reactants [Cl:1][C:2]1[C:10]([O:11][CH2:12][CH2:13][C:14]([F:17])([F:16])[F:15])=[C:9]([Cl:18])[CH:8]=[C:7]([F:19])[C:3]=1[C:4](O)=[O:5].S(Cl)([Cl:22])=O, predict the reaction product. The product is: [Cl:1][C:2]1[C:10]([O:11][CH2:12][CH2:13][C:14]([F:17])([F:16])[F:15])=[C:9]([Cl:18])[CH:8]=[C:7]([F:19])[C:3]=1[C:4]([Cl:22])=[O:5]. (5) Given the reactants [NH2:1][CH2:2][CH:3]1[CH2:8][CH2:7][CH:6]([NH:9][C:10]2[N:18]=[C:17]([NH:19][C:20]3[CH:25]=[CH:24][C:23]([O:26][CH3:27])=[CH:22][C:21]=3[O:28][CH3:29])[N:16]=[C:15]3[C:11]=2[N:12]=[CH:13][NH:14]3)[CH2:5][CH2:4]1.C(N(C(C)C)CC)(C)C.[CH3:39][S:40](Cl)(=[O:42])=[O:41], predict the reaction product. The product is: [CH3:29][O:28][C:21]1[CH:22]=[C:23]([O:26][CH3:27])[CH:24]=[CH:25][C:20]=1[NH:19][C:17]1[N:16]=[C:15]2[C:11]([N:12]=[CH:13][NH:14]2)=[C:10]([NH:9][CH:6]2[CH2:7][CH2:8][CH:3]([CH2:2][NH:1][S:40]([CH3:39])(=[O:42])=[O:41])[CH2:4][CH2:5]2)[N:18]=1.